Predict the reactants needed to synthesize the given product. From a dataset of Full USPTO retrosynthesis dataset with 1.9M reactions from patents (1976-2016). (1) Given the product [C:2]1([C:21]2[CH:26]=[CH:25][CH:24]=[CH:23][CH:22]=2)[CH:20]=[CH:19][C:5]([O:6][C@@H:7]2[CH2:11][O:10][CH2:9][C@@H:8]2[NH:12][S:13]([CH:16]([CH3:18])[CH3:17])(=[O:15])=[O:14])=[CH:4][CH:3]=1, predict the reactants needed to synthesize it. The reactants are: Br[C:2]1[CH:20]=[CH:19][C:5]([O:6][C@@H:7]2[CH2:11][O:10][CH2:9][C@@H:8]2[NH:12][S:13]([CH:16]([CH3:18])[CH3:17])(=[O:15])=[O:14])=[CH:4][CH:3]=1.[C:21]1(B(O)O)[CH:26]=[CH:25][CH:24]=[CH:23][CH:22]=1.C1(P(C2CCCCC2)C2C=CC=CC=2C2C(C(C)C)=CC(C(C)C)=CC=2C(C)C)CCCCC1.[F-].[K+]. (2) Given the product [CH3:1][O:2][C:3]1[CH:22]=[CH:21][C:6]2[NH:7][C:8]([S:10][CH2:11][C:12]3[C:17]([CH3:18])=[C:16]([O:24][CH3:23])[C:15]([CH3:20])=[CH:14][N:13]=3)=[N:9][C:5]=2[CH:4]=1, predict the reactants needed to synthesize it. The reactants are: [CH3:1][O:2][C:3]1[CH:22]=[CH:21][C:6]2[NH:7][C:8]([S:10][CH2:11][C:12]3[C:17]([CH3:18])=[C:16](Cl)[C:15]([CH3:20])=[CH:14][N:13]=3)=[N:9][C:5]=2[CH:4]=1.[CH3:23][OH:24].C[O-].[Na+].Cl. (3) Given the product [Cl:7][C:8]1[CH:9]=[CH:10][C:11]2[N:12]=[C:13]([NH2:23])[N:14]=[C:15]([O:27][CH2:26][CH2:25][F:24])[C:16]=2[N:17]=1, predict the reactants needed to synthesize it. The reactants are: CC(C)([O-])C.[K+].[Cl:7][C:8]1[CH:9]=[CH:10][C:11]2[N:12]=[C:13]([NH2:23])[N:14]=[C:15](N3C=NC=N3)[C:16]=2[N:17]=1.[F:24][CH2:25][CH2:26][OH:27].